This data is from Peptide-MHC class I binding affinity with 185,985 pairs from IEDB/IMGT. The task is: Regression. Given a peptide amino acid sequence and an MHC pseudo amino acid sequence, predict their binding affinity value. This is MHC class I binding data. (1) The peptide sequence is RMQKEITAL. The MHC is HLA-A02:01 with pseudo-sequence HLA-A02:01. The binding affinity (normalized) is 0.756. (2) The peptide sequence is STTAGPNEY. The MHC is HLA-A01:01 with pseudo-sequence HLA-A01:01. The binding affinity (normalized) is 0.384.